Dataset: Full USPTO retrosynthesis dataset with 1.9M reactions from patents (1976-2016). Task: Predict the reactants needed to synthesize the given product. (1) The reactants are: [C:1]1([CH:7]=[CH:8][CH:9]=[C:10]([CH2:13][CH2:14][CH3:15])[CH:11]=[O:12])[CH:6]=[CH:5][CH:4]=[CH:3][CH:2]=1.[H][H]. Given the product [C:1]1([CH2:7][CH2:8][CH2:9][CH:10]([CH2:13][CH2:14][CH3:15])[CH2:11][OH:12])[CH:6]=[CH:5][CH:4]=[CH:3][CH:2]=1, predict the reactants needed to synthesize it. (2) Given the product [F:42][C:43]([F:48])([F:47])[C:44]([OH:46])=[O:45].[NH2:7][C@H:8]([CH2:31][C:32]1[CH:37]=[C:36]([F:38])[C:35]([F:39])=[CH:34][C:33]=1[F:40])[CH2:9][C:10]([N:12]1[CH2:18][C:17]2[CH:19]=[CH:20][CH:21]=[CH:22][C:16]=2[N:15]([CH2:23][C:24]([NH:25][CH:26]2[CH2:28][CH2:27]2)=[O:29])[C:14](=[O:30])[CH2:13]1)=[O:11], predict the reactants needed to synthesize it. The reactants are: C(OC(=O)[NH:7][CH:8]([CH2:31][C:32]1[CH:37]=[C:36]([F:38])[C:35]([F:39])=[CH:34][C:33]=1[F:40])[CH2:9][C:10]([N:12]1[CH2:18][C:17]2[CH:19]=[CH:20][CH:21]=[CH:22][C:16]=2[N:15]([CH2:23][C:24](=[O:29])[NH:25][CH:26]2[CH2:28][CH2:27]2)[C:14](=[O:30])[CH2:13]1)=[O:11])(C)(C)C.[F:42][C:43]([F:48])([F:47])[C:44]([OH:46])=[O:45].